The task is: Predict the product of the given reaction.. This data is from Forward reaction prediction with 1.9M reactions from USPTO patents (1976-2016). (1) Given the reactants [C:1]([C:4]1[C:5](O)=[C:6]([Cl:11])[CH:7]=[C:8]([OH:10])[CH:9]=1)(=[O:3])[CH3:2].[Cl:13][C:14]([Cl:18])=[CH:15][CH2:16]Cl.[C:19](=[O:22])([O-])[O-].[K+].[K+].[I-].[Na+], predict the reaction product. The product is: [C:1]([C:4]1[C:5]([O:22][CH2:19][CH:15]=[C:14]([Cl:18])[Cl:13])=[C:6]([Cl:11])[CH:7]=[C:8]([O:10][CH2:16][CH:15]=[C:14]([Cl:18])[Cl:13])[CH:9]=1)(=[O:3])[CH3:2]. (2) The product is: [NH2:5][C:6]1[CH:10]=[C:9]([C:11]2[CH:12]=[CH:13][CH:14]=[CH:15][CH:16]=2)[N:8]([C:17]2[CH:22]=[CH:21][C:20]([S:23]([NH2:24])(=[O:25])=[O:26])=[CH:19][CH:18]=2)[N:7]=1. Given the reactants C(OC(=O)[NH:5][C:6]1[CH:10]=[C:9]([C:11]2[CH:16]=[CH:15][CH:14]=[CH:13][CH:12]=2)[N:8]([C:17]2[CH:22]=[CH:21][C:20]([S:23](=[O:26])(=[O:25])[NH2:24])=[CH:19][CH:18]=2)[N:7]=1)C.[OH-].[Na+].O, predict the reaction product.